Dataset: Forward reaction prediction with 1.9M reactions from USPTO patents (1976-2016). Task: Predict the product of the given reaction. (1) Given the reactants [CH2:1]([O:3][C:4]1[CH:40]=[CH:39][C:7]2[CH2:8][CH2:9][CH2:10][CH:11]([N:13](C(OC(C)(C)C)=O)[CH2:14][C@H:15]([O:24][Si](CC)(CC)CC)[CH2:16][O:17][C:18]3[CH:23]=[CH:22][CH:21]=[CH:20][CH:19]=3)[CH2:12][C:6]=2[CH:5]=1)[CH3:2].[ClH:41], predict the reaction product. The product is: [ClH:41].[CH2:1]([O:3][C:4]1[CH:40]=[CH:39][C:7]2[CH2:8][CH2:9][CH2:10][CH:11]([NH:13][CH2:14][C@H:15]([OH:24])[CH2:16][O:17][C:18]3[CH:23]=[CH:22][CH:21]=[CH:20][CH:19]=3)[CH2:12][C:6]=2[CH:5]=1)[CH3:2]. (2) Given the reactants [CH3:1][O:2][C:3]1[CH:4]=[C:5]2[C:10](=[CH:11][C:12]=1[O:13][CH3:14])[N:9]=[CH:8][CH:7]=[C:6]2[O:15][C:16]1[CH:22]=[CH:21][C:19]([NH2:20])=[CH:18][C:17]=1[F:23].C(O)C.[CH3:27][C:28]1[CH:29]=[C:30]([C:34]([N:36]=[C:37]=[S:38])=[O:35])[CH:31]=[CH:32][CH:33]=1, predict the reaction product. The product is: [CH3:1][O:2][C:3]1[CH:4]=[C:5]2[C:10](=[CH:11][C:12]=1[O:13][CH3:14])[N:9]=[CH:8][CH:7]=[C:6]2[O:15][C:16]1[CH:22]=[CH:21][C:19]([NH:20][C:37]([NH:36][C:34](=[O:35])[C:30]2[CH:31]=[CH:32][CH:33]=[C:28]([CH3:27])[CH:29]=2)=[S:38])=[CH:18][C:17]=1[F:23]. (3) Given the reactants FC(F)(F)C(O)=[O:4].C([C@@H]1C(OC)=[N:15][C@@H:14]([CH2:19][C@@H:20]([C:23]2[CH:28]=[CH:27][CH:26]=[CH:25][CH:24]=2)[CH2:21][CH3:22])[C:13]([O:29][CH3:30])=N1)(C)C.C(=O)([O-])[O-].[Na+].[Na+], predict the reaction product. The product is: [CH3:30][O:29][C:13](=[O:4])[C@@H:14]([NH2:15])[CH2:19][C@@H:20]([C:23]1[CH:28]=[CH:27][CH:26]=[CH:25][CH:24]=1)[CH2:21][CH3:22]. (4) Given the reactants C[O:2][C:3](=[O:25])[CH2:4][CH2:5][CH2:6][CH2:7][NH:8][C:9](=[O:24])[CH:10]=[C:11]1[C:23]2[CH:22]=[CH:21][CH:20]=[CH:19][C:18]=2[C:17]2[C:12]1=[CH:13][CH:14]=[CH:15][CH:16]=2.CO.[Li+].[OH-].Cl, predict the reaction product. The product is: [CH:13]1[C:12]2[C:11](=[CH:10][C:9]([NH:8][CH2:7][CH2:6][CH2:5][CH2:4][C:3]([OH:25])=[O:2])=[O:24])[C:23]3[C:18](=[CH:19][CH:20]=[CH:21][CH:22]=3)[C:17]=2[CH:16]=[CH:15][CH:14]=1. (5) Given the reactants [OH:1]/[N:2]=[C:3](\Cl)/[CH:4]=[N:5]/O.S(Cl)(Cl)=O.[O:12]1[CH2:16][CH2:15][CH2:14][CH2:13]1, predict the reaction product. The product is: [CH2:13]([O:12][CH:16]1[O:1][N:2]=[C:3]([C:4]#[N:5])[CH2:15]1)[CH3:14]. (6) The product is: [NH2:13][C:12]1[C:8]([N:6]2[CH2:7][C@@H:3]([N:2]([CH3:1])[CH3:18])[CH2:4][C:5]2=[O:17])=[N:9][N:10]([CH3:16])[CH:11]=1. Given the reactants [CH3:1][N:2]([CH3:18])[C@@H:3]1[CH2:7][N:6]([C:8]2[C:12]([N+:13]([O-])=O)=[CH:11][N:10]([CH3:16])[N:9]=2)[C:5](=[O:17])[CH2:4]1, predict the reaction product. (7) Given the reactants [CH3:1][C:2]1[CH:8]=[CH:7][C:5]([NH2:6])=[CH:4][C:3]=1[N:9]1[C:16]2[N:12]([N:13]=[C:14]([C:17]3[CH:18]=[N:19][CH:20]=[CH:21][CH:22]=3)[CH:15]=2)[CH:11]=[CH:10]1.[OH:23][C:24]([C:27]1[CH:28]=[C:29]([CH:33]=[C:34]([S:36]([F:41])([F:40])([F:39])([F:38])[F:37])[CH:35]=1)[C:30](O)=[O:31])([CH3:26])[CH3:25], predict the reaction product. The product is: [OH:23][C:24]([C:27]1[CH:28]=[C:29]([CH:33]=[C:34]([S:36]([F:41])([F:37])([F:38])([F:39])[F:40])[CH:35]=1)[C:30]([NH:6][C:5]1[CH:7]=[CH:8][C:2]([CH3:1])=[C:3]([N:9]2[C:16]3[N:12]([N:13]=[C:14]([C:17]4[CH:18]=[N:19][CH:20]=[CH:21][CH:22]=4)[CH:15]=3)[CH:11]=[CH:10]2)[CH:4]=1)=[O:31])([CH3:25])[CH3:26].